This data is from Catalyst prediction with 721,799 reactions and 888 catalyst types from USPTO. The task is: Predict which catalyst facilitates the given reaction. Reactant: [F:1][C:2]1[CH:53]=[CH:52][CH:51]=[C:50]([C:54]([F:57])([F:56])[F:55])[C:3]=1[CH2:4][N:5]1[C:10]2[CH2:11][O:12][C:13]3([CH2:18][CH2:17][N:16]([CH2:19][C:20]4[O:21][C:22]([C:25]([F:28])([F:27])[F:26])=[CH:23][CH:24]=4)[CH2:15][CH2:14]3)[C:9]=2[C:8](=[O:29])[N:7]([CH2:30][CH:31]([NH:41][C:42](=[O:48])[O:43][C:44]([CH3:47])([CH3:46])[CH3:45])[C:32]2[CH:37]=[CH:36][CH:35]=[C:34]([N+:38]([O-])=O)[CH:33]=2)[C:6]1=[O:49].[H][H]. Product: [NH2:38][C:34]1[CH:33]=[C:32]([CH:31]([NH:41][C:42](=[O:48])[O:43][C:44]([CH3:46])([CH3:45])[CH3:47])[CH2:30][N:7]2[C:8](=[O:29])[C:9]3[C:13]4([O:12][CH2:11][C:10]=3[N:5]([CH2:4][C:3]3[C:50]([C:54]([F:57])([F:56])[F:55])=[CH:51][CH:52]=[CH:53][C:2]=3[F:1])[C:6]2=[O:49])[CH2:18][CH2:17][N:16]([CH2:19][C:20]2[O:21][C:22]([C:25]([F:26])([F:27])[F:28])=[CH:23][CH:24]=2)[CH2:15][CH2:14]4)[CH:37]=[CH:36][CH:35]=1. The catalyst class is: 19.